This data is from Forward reaction prediction with 1.9M reactions from USPTO patents (1976-2016). The task is: Predict the product of the given reaction. (1) Given the reactants C(N(CC)CC)C.Br[CH2:9][C:10]([NH2:12])=[O:11].[F:13][C:14]1[CH:15]=[CH:16][C:17]2[N:18]([C:20]([C:23]3[N:28]=[C:27]([NH:29][C@@H:30]4[CH2:35][CH2:34][CH2:33][NH:32][CH2:31]4)[CH:26]=[CH:25][N:24]=3)=[CH:21][N:22]=2)[CH:19]=1, predict the reaction product. The product is: [F:13][C:14]1[CH:15]=[CH:16][C:17]2[N:18]([C:20]([C:23]3[N:28]=[C:27]([NH:29][C@@H:30]4[CH2:35][CH2:34][CH2:33][N:32]([CH2:9][C:10]([NH2:12])=[O:11])[CH2:31]4)[CH:26]=[CH:25][N:24]=3)=[CH:21][N:22]=2)[CH:19]=1. (2) Given the reactants [F:1][C:2]1[CH:28]=[C:27]([F:29])[CH:26]=[CH:25][C:3]=1[CH2:4][O:5][C:6]1[CH:11]=[C:10]([CH3:12])[N:9]([C:13]2[CH:22]=[CH:21][C:16]([C:17]([O:19][CH3:20])=[O:18])=[CH:15][C:14]=2[F:23])[C:8](=[O:24])[CH:7]=1.[Br:30]N1C(=O)CCC1=O.C([O-])(O)=O.[Na+], predict the reaction product. The product is: [Br:30][C:7]1[C:8](=[O:24])[N:9]([C:13]2[CH:22]=[CH:21][C:16]([C:17]([O:19][CH3:20])=[O:18])=[CH:15][C:14]=2[F:23])[C:10]([CH3:12])=[CH:11][C:6]=1[O:5][CH2:4][C:3]1[CH:25]=[CH:26][C:27]([F:29])=[CH:28][C:2]=1[F:1]. (3) Given the reactants [N:1]1[C:10]2[C:5](=[CH:6][CH:7]=[CH:8][CH:9]=2)[C:4]([O:11][CH:12]2[CH2:17][CH2:16][N:15]([C:18]3[N:23]=[N:22][C:21]([C:24]4[CH:25]=[N:26][CH:27]=[C:28]([CH:34]=4)[C:29]([O:31]CC)=[O:30])=[CH:20][CH:19]=3)[CH2:14][CH2:13]2)=[CH:3][CH:2]=1.[OH-].[Na+], predict the reaction product. The product is: [N:1]1[C:10]2[C:5](=[CH:6][CH:7]=[CH:8][CH:9]=2)[C:4]([O:11][CH:12]2[CH2:13][CH2:14][N:15]([C:18]3[N:23]=[N:22][C:21]([C:24]4[CH:25]=[N:26][CH:27]=[C:28]([CH:34]=4)[C:29]([OH:31])=[O:30])=[CH:20][CH:19]=3)[CH2:16][CH2:17]2)=[CH:3][CH:2]=1. (4) Given the reactants [P:1]([O-:5])([O-:4])([O-:3])=[S:2].[Na+].[Na+].[Na+].Br.Br.[NH2:11][CH2:12][CH2:13][CH2:14][NH:15][CH2:16][CH2:17]Br.CN(C=O)C, predict the reaction product. The product is: [CH2:13]([CH2:14][NH:15][CH2:16][CH2:17][S:2][P:1]([OH:5])([OH:4])=[O:3])[CH2:12][NH2:11]. (5) Given the reactants [C:1]([C:3]1[CH:4]=[C:5]([C:13]2[N:17]=[C:16]([C:18]3[C:19]([CH2:32][CH3:33])=[C:20]([CH2:24][CH2:25][CH2:26][C:27]([O:29]CC)=[O:28])[CH:21]=[CH:22][CH:23]=3)[S:15][N:14]=2)[CH:6]=[CH:7][C:8]=1[O:9][CH:10]([CH3:12])[CH3:11])#[N:2].[OH-].[Na+].Cl, predict the reaction product. The product is: [C:1]([C:3]1[CH:4]=[C:5]([C:13]2[N:17]=[C:16]([C:18]3[C:19]([CH2:32][CH3:33])=[C:20]([CH2:24][CH2:25][CH2:26][C:27]([OH:29])=[O:28])[CH:21]=[CH:22][CH:23]=3)[S:15][N:14]=2)[CH:6]=[CH:7][C:8]=1[O:9][CH:10]([CH3:12])[CH3:11])#[N:2]. (6) Given the reactants [O-2].[O-2].[O-2].[Al+3].[Al+3].O[CH2:7][CH:8]1[CH:13]([CH3:14])[CH:12]2[CH2:15][CH:9]1[CH2:10][CH2:11]2.C=C1C(C)C2CC1CC2, predict the reaction product. The product is: [CH3:7][C:8]1[CH:9]2[CH2:15][CH:12]([C:13]=1[CH3:14])[CH2:11][CH2:10]2. (7) The product is: [Br:1][C:2]1[S:6][C:5]([C:7]2[CH2:11][CH:10]([CH2:12][N:13]3[CH:26]=[C:27]([CH3:28])[N:29]=[N:30]3)[O:9][N:8]=2)=[CH:4][CH:3]=1. Given the reactants [Br:1][C:2]1[S:6][C:5]([C:7]2[CH2:11][CH:10]([CH2:12][NH2:13])[O:9][N:8]=2)=[CH:4][CH:3]=1.C(N(C(C)C)CC)(C)C.CO.Cl[CH:26](Cl)[C:27](=[N:29][NH:30]S(C1C=CC(C)=CC=1)(=O)=O)[CH3:28], predict the reaction product.